From a dataset of Forward reaction prediction with 1.9M reactions from USPTO patents (1976-2016). Predict the product of the given reaction. (1) Given the reactants Cl.Cl.[C@H:3]1([NH:13][C:14]([C@@H:16]2[CH2:21][N:20]3[CH2:22][CH2:23][CH2:24][C@H:19]3[CH2:18][NH:17]2)=[O:15])[C:12]2[C:7](=[CH:8][CH:9]=[CH:10][CH:11]=2)[CH2:6][CH2:5][CH2:4]1.C(N(C(C)C)C(C)C)C.[CH2:34]([O:41][C:42]([NH:44][C@@H:45]([CH:49]1[CH2:54][CH2:53][O:52][CH2:51][CH2:50]1)[C:46](O)=[O:47])=[O:43])[C:35]1[CH:40]=[CH:39][CH:38]=[CH:37][CH:36]=1.F[P-](F)(F)(F)(F)F.N1(OC(N(C)C)=[N+](C)C)C2N=CC=CC=2N=N1, predict the reaction product. The product is: [CH2:34]([O:41][C:42](=[O:43])[NH:44][C@@H:45]([CH:49]1[CH2:54][CH2:53][O:52][CH2:51][CH2:50]1)[C:46](=[O:47])[N:17]1[C@H:16]([C:14](=[O:15])[NH:13][C@H:3]2[C:12]3[C:7](=[CH:8][CH:9]=[CH:10][CH:11]=3)[CH2:6][CH2:5][CH2:4]2)[CH2:21][N:20]2[CH2:22][CH2:23][CH2:24][C@H:19]2[CH2:18]1)[C:35]1[CH:40]=[CH:39][CH:38]=[CH:37][CH:36]=1. (2) Given the reactants [C:1]([C:5]1[CH:12]=[CH:11][C:8]([C:9]#N)=[C:7]([Cl:13])[N:6]=1)([CH3:4])([CH3:3])[CH3:2].[H-].C([Al+]CC(C)C)C(C)C.C1(C)C=CC=CC=1.C([O:33]CC)C, predict the reaction product. The product is: [C:1]([C:5]1[CH:12]=[CH:11][C:8]([CH:9]=[O:33])=[C:7]([Cl:13])[N:6]=1)([CH3:4])([CH3:3])[CH3:2]. (3) The product is: [Br:1][C:2]1[CH:30]=[CH:29][C:5]([CH2:6][O:7][CH2:8][C:9]2[N:15]([CH2:16][CH3:17])[C:13](=[O:14])[N:12]([CH2:18][C:19]3[CH:24]=[CH:23][C:22]([C:25]([CH3:28])([CH3:27])[CH3:26])=[CH:21][CH:20]=3)[N:11]=2)=[CH:4][CH:3]=1. Given the reactants [Br:1][C:2]1[CH:30]=[CH:29][C:5]([CH2:6][O:7][CH2:8][C:9]([NH:11][N:12]([CH2:18][C:19]2[CH:24]=[CH:23][C:22]([C:25]([CH3:28])([CH3:27])[CH3:26])=[CH:21][CH:20]=2)[C:13]([NH:15][CH2:16][CH3:17])=[O:14])=O)=[CH:4][CH:3]=1.C12(CS(O)(=O)=O)C(C)(C)C(CC1)CC2=O, predict the reaction product. (4) The product is: [Br:22][C:19]1[CH:18]=[CH:17][C:16]([C:13]2[C:12]3[CH:23]=[CH:24][C:9]([O:8][CH2:7][C:6]([OH:25])=[O:5])=[CH:10][C:11]=3[S:15][N:14]=2)=[CH:21][CH:20]=1. Given the reactants C([O:5][C:6](=[O:25])[CH2:7][O:8][C:9]1[CH:24]=[CH:23][C:12]2[C:13]([C:16]3[CH:21]=[CH:20][C:19]([Br:22])=[CH:18][CH:17]=3)=[N:14][S:15][C:11]=2[CH:10]=1)(C)(C)C.C(O)(C(F)(F)F)=O, predict the reaction product.